This data is from Forward reaction prediction with 1.9M reactions from USPTO patents (1976-2016). The task is: Predict the product of the given reaction. (1) Given the reactants [NH2:1][C:2]1[CH:7]=[C:6]([Cl:8])[CH:5]=[CH:4][C:3]=1[C:9]1[NH:10][C:11]2[C:16]([C:17]=1[CH:18]1[CH2:23][CH2:22][CH2:21][CH2:20][CH2:19]1)=[CH:15][CH:14]=[C:13]([C:24]([O:26][CH3:27])=[O:25])[CH:12]=2.C([O-])(=O)C.[Na+].C(O)(=O)C.[Cl:37][CH2:38][C:39](Cl)=[O:40], predict the reaction product. The product is: [Cl:8][C:6]1[CH:5]=[CH:4][C:3]([C:9]2[NH:10][C:11]3[C:16]([C:17]=2[CH:18]2[CH2:23][CH2:22][CH2:21][CH2:20][CH2:19]2)=[CH:15][CH:14]=[C:13]([C:24]([O:26][CH3:27])=[O:25])[CH:12]=3)=[C:2]([NH:1][C:39](=[O:40])[CH2:38][Cl:37])[CH:7]=1. (2) Given the reactants [CH3:1][NH:2][S:3]([CH2:6][CH2:7][C:8]1[CH:13]=[CH:12][C:11]([NH:14]C(=O)C)=[C:10]([C:18]#[C:19][Si](C)(C)C)[CH:9]=1)(=[O:5])=[O:4].CC(C)([O-])C.[K+].O.CCCCCCC, predict the reaction product. The product is: [CH3:1][NH:2][S:3]([CH2:6][CH2:7][C:8]1[CH:9]=[C:10]2[C:11](=[CH:12][CH:13]=1)[NH:14][CH:19]=[CH:18]2)(=[O:4])=[O:5]. (3) Given the reactants [OH:1][C:2]1[CH:3]=[C:4]([CH:9]=[C:10]([OH:13])[C:11]=1[OH:12])[C:5]([O:7][CH3:8])=[O:6].CC1C=CC(S(O[CH2:25][CH2:26][O:27][CH2:28][CH2:29][O:30][CH2:31][CH2:32][O:33][CH2:34][CH2:35][O:36][CH2:37][CH2:38][O:39][CH2:40][CH2:41][O:42][CH2:43][CH2:44][O:45][CH2:46][CH2:47][O:48][CH2:49][CH2:50][O:51][CH2:52][CH2:53][O:54][CH2:55][CH2:56][O:57][CH3:58])(=O)=O)=CC=1.[CH2:59]1[O:76][CH2:75][CH2:74][O:73][CH2:72][CH2:71][O:70][CH2:69][CH2:68][O:67][CH2:66][CH2:65][O:64][CH2:63][CH2:62][O:61][CH2:60]1, predict the reaction product. The product is: [CH3:58][O:57][CH2:56][CH2:55][O:54][CH2:53][CH2:52][O:51][CH2:50][CH2:49][O:48][CH2:47][CH2:46][O:45][CH2:44][CH2:43][O:42][CH2:41][CH2:40][O:39][CH2:38][CH2:37][O:36][CH2:35][CH2:34][O:33][CH2:32][CH2:31][O:30][CH2:29][CH2:28][O:27][CH2:26][CH2:25][O:1][C:2]1[CH:3]=[C:4]([CH:9]=[C:10]([O:13][CH2:25][CH2:26][O:27][CH2:28][CH2:29][O:30][CH2:31][CH2:32][O:33][CH2:34][CH2:35][O:36][CH2:37][CH2:38][O:39][CH2:40][CH2:41][O:42][CH2:43][CH2:44][O:45][CH2:46][CH2:47][O:48][CH2:49][CH2:50][O:51][CH2:52][CH2:53][O:54][CH2:55][CH2:56][O:57][CH3:58])[C:11]=1[O:12][CH2:25][CH2:26][O:27][CH2:28][CH2:29][O:30][CH2:31][CH2:32][O:33][CH2:34][CH2:35][O:36][CH2:37][CH2:59][O:76][CH2:75][CH2:74][O:73][CH2:72][CH2:71][O:70][CH2:69][CH2:68][O:67][CH2:66][CH2:65][O:64][CH2:63][CH2:62][O:61][CH2:60][CH2:38][O:39][CH3:40])[C:5]([O:7][CH3:8])=[O:6].